Dataset: NCI-60 drug combinations with 297,098 pairs across 59 cell lines. Task: Regression. Given two drug SMILES strings and cell line genomic features, predict the synergy score measuring deviation from expected non-interaction effect. (1) Drug 1: CC(C1=C(C=CC(=C1Cl)F)Cl)OC2=C(N=CC(=C2)C3=CN(N=C3)C4CCNCC4)N. Drug 2: CC12CCC(CC1=CCC3C2CCC4(C3CC=C4C5=CN=CC=C5)C)O. Cell line: HCC-2998. Synergy scores: CSS=5.47, Synergy_ZIP=0.802, Synergy_Bliss=2.27, Synergy_Loewe=-3.13, Synergy_HSA=-0.205. (2) Drug 1: CN(C)C1=NC(=NC(=N1)N(C)C)N(C)C. Drug 2: B(C(CC(C)C)NC(=O)C(CC1=CC=CC=C1)NC(=O)C2=NC=CN=C2)(O)O. Cell line: SNB-75. Synergy scores: CSS=2.17, Synergy_ZIP=1.28, Synergy_Bliss=4.00, Synergy_Loewe=2.66, Synergy_HSA=2.31. (3) Drug 1: CNC(=O)C1=CC=CC=C1SC2=CC3=C(C=C2)C(=NN3)C=CC4=CC=CC=N4. Drug 2: CS(=O)(=O)OCCCCOS(=O)(=O)C. Cell line: SN12C. Synergy scores: CSS=17.1, Synergy_ZIP=-3.41, Synergy_Bliss=-1.35, Synergy_Loewe=-5.83, Synergy_HSA=-1.09. (4) Drug 1: C1CN1C2=NC(=NC(=N2)N3CC3)N4CC4. Drug 2: CC1C(C(CC(O1)OC2CC(OC(C2O)C)OC3=CC4=CC5=C(C(=O)C(C(C5)C(C(=O)C(C(C)O)O)OC)OC6CC(C(C(O6)C)O)OC7CC(C(C(O7)C)O)OC8CC(C(C(O8)C)O)(C)O)C(=C4C(=C3C)O)O)O)O. Cell line: SF-539. Synergy scores: CSS=67.5, Synergy_ZIP=-2.84, Synergy_Bliss=-5.75, Synergy_Loewe=-7.95, Synergy_HSA=-6.55. (5) Drug 1: CS(=O)(=O)C1=CC(=C(C=C1)C(=O)NC2=CC(=C(C=C2)Cl)C3=CC=CC=N3)Cl. Synergy scores: CSS=-7.48, Synergy_ZIP=1.91, Synergy_Bliss=0.529, Synergy_Loewe=-4.63, Synergy_HSA=-4.23. Cell line: BT-549. Drug 2: CC1=C(C(CCC1)(C)C)C=CC(=CC=CC(=CC(=O)O)C)C. (6) Drug 1: CN1CCC(CC1)COC2=C(C=C3C(=C2)N=CN=C3NC4=C(C=C(C=C4)Br)F)OC. Drug 2: CC12CCC3C(C1CCC2=O)CC(=C)C4=CC(=O)C=CC34C. Cell line: HL-60(TB). Synergy scores: CSS=62.8, Synergy_ZIP=2.54, Synergy_Bliss=2.35, Synergy_Loewe=-2.32, Synergy_HSA=-2.70. (7) Drug 1: C1=NC2=C(N=C(N=C2N1C3C(C(C(O3)CO)O)F)Cl)N. Drug 2: C(CCl)NC(=O)N(CCCl)N=O. Cell line: CCRF-CEM. Synergy scores: CSS=67.7, Synergy_ZIP=3.03, Synergy_Bliss=1.16, Synergy_Loewe=-35.7, Synergy_HSA=2.04. (8) Drug 1: C1CC(=O)NC(=O)C1N2CC3=C(C2=O)C=CC=C3N. Drug 2: C1=CC(=CC=C1C#N)C(C2=CC=C(C=C2)C#N)N3C=NC=N3. Cell line: UO-31. Synergy scores: CSS=-3.09, Synergy_ZIP=-1.91, Synergy_Bliss=-5.78, Synergy_Loewe=-7.25, Synergy_HSA=-6.05. (9) Drug 1: CC1=C(C=C(C=C1)NC2=NC=CC(=N2)N(C)C3=CC4=NN(C(=C4C=C3)C)C)S(=O)(=O)N.Cl. Drug 2: CC1OCC2C(O1)C(C(C(O2)OC3C4COC(=O)C4C(C5=CC6=C(C=C35)OCO6)C7=CC(=C(C(=C7)OC)O)OC)O)O. Cell line: OVCAR-4. Synergy scores: CSS=6.99, Synergy_ZIP=-2.07, Synergy_Bliss=-1.30, Synergy_Loewe=0.496, Synergy_HSA=0.648. (10) Drug 1: CCC1=CC2CC(C3=C(CN(C2)C1)C4=CC=CC=C4N3)(C5=C(C=C6C(=C5)C78CCN9C7C(C=CC9)(C(C(C8N6C)(C(=O)OC)O)OC(=O)C)CC)OC)C(=O)OC.C(C(C(=O)O)O)(C(=O)O)O. Drug 2: CCCS(=O)(=O)NC1=C(C(=C(C=C1)F)C(=O)C2=CNC3=C2C=C(C=N3)C4=CC=C(C=C4)Cl)F. Cell line: HCC-2998. Synergy scores: CSS=56.0, Synergy_ZIP=5.64, Synergy_Bliss=2.55, Synergy_Loewe=-41.0, Synergy_HSA=-5.53.